This data is from Reaction yield outcomes from USPTO patents with 853,638 reactions. The task is: Predict the reaction yield, written as a fraction of the theoretical maximum amount of product (1.0 means a 100% yield; for example, 0.34 means a 34% yield). (1) The reactants are [CH2:1]([O:3][CH:4]([O:9][CH2:10][CH3:11])[C:5](=[NH:8])OC)[CH3:2].CN[N:14]=[C:15]([C:17]1[CH:22]=[CH:21][CH:20]=[C:19]([CH3:23])[N:18]=1)[NH2:16].[C:24](O)(=O)C.C([O-])([O-])=O.[K+].[K+]. The catalyst is CO. The product is [CH2:10]([O:9][CH:4]([O:3][CH2:1][CH3:2])[C:5]1[N:8]([CH3:24])[N:16]=[C:15]([C:17]2[CH:22]=[CH:21][CH:20]=[C:19]([CH3:23])[N:18]=2)[N:14]=1)[CH3:11]. The yield is 0.570. (2) The reactants are [O:1]1[CH2:5][CH2:4][O:3][CH:2]1[C:6]1[CH:22]=[CH:21][C:9]([O:10][Si](C(C)C)(C(C)C)C(C)C)=[C:8]([F:23])[CH:7]=1.[F-].C([N+](CCCC)(CCCC)CCCC)CCC.CCCCCCC.C(OCC)(=O)C. The catalyst is C1COCC1.ClCCl. The product is [O:1]1[CH2:5][CH2:4][O:3][CH:2]1[C:6]1[CH:22]=[CH:21][C:9]([OH:10])=[C:8]([F:23])[CH:7]=1. The yield is 0.520. (3) The reactants are [NH2:1][C:2]1[C:11]2[C:6](=[C:7](I)[C:8]([F:12])=[CH:9][CH:10]=2)[N:5]=[N:4][C:3]=1[C:14]([NH:16][CH:17]1[CH2:19][CH2:18]1)=[O:15].[F:20][C:21]1[C:26]([O:27][CH3:28])=[CH:25][CH:24]=[CH:23][C:22]=1B(O)O. No catalyst specified. The product is [NH2:1][C:2]1[C:11]2[C:6](=[C:7]([C:22]3[CH:23]=[CH:24][CH:25]=[C:26]([O:27][CH3:28])[C:21]=3[F:20])[C:8]([F:12])=[CH:9][CH:10]=2)[N:5]=[N:4][C:3]=1[C:14]([NH:16][CH:17]1[CH2:19][CH2:18]1)=[O:15]. The yield is 0.560. (4) The reactants are [C:1]([O:5][C:6]([N:8]1[CH2:13][CH2:12][CH:11]([N:14]([C:23]2[CH:28]=[CH:27][C:26](Br)=[CH:25][CH:24]=2)[CH2:15][C:16]2[CH:17]=[N:18][CH:19]=[CH:20][C:21]=2[CH3:22])[CH2:10][CH2:9]1)=[O:7])([CH3:4])([CH3:3])[CH3:2].CC(C)([O-])C.[K+].[NH:36]1[CH2:41][CH2:40][O:39][CH2:38][CH2:37]1.C(P(C(C)(C)C)C(C)(C)C)(C)(C)C. The catalyst is C1(C)C=CC=CC=1.CC([O-])=O.CC([O-])=O.[Pd+2]. The product is [C:1]([O:5][C:6]([N:8]1[CH2:13][CH2:12][CH:11]([N:14]([CH2:15][C:16]2[CH:17]=[N:18][CH:19]=[CH:20][C:21]=2[CH3:22])[C:23]2[CH:28]=[CH:27][C:26]([N:36]3[CH2:41][CH2:40][O:39][CH2:38][CH2:37]3)=[CH:25][CH:24]=2)[CH2:10][CH2:9]1)=[O:7])([CH3:4])([CH3:3])[CH3:2]. The yield is 0.740.